This data is from Reaction yield outcomes from USPTO patents with 853,638 reactions. The task is: Predict the reaction yield, written as a fraction of the theoretical maximum amount of product (1.0 means a 100% yield; for example, 0.34 means a 34% yield). (1) The reactants are [C:1]([O:5][C:6]([N:8]1[CH2:12][CH2:11][CH2:10][C@H:9]1[CH2:13][O:14][C:15]1[CH:20]=[CH:19][C:18](I)=[CH:17][CH:16]=1)=[O:7])([CH3:4])([CH3:3])[CH3:2].[NH:22]1[CH2:27][CH2:26][O:25][CH2:24][CH2:23]1.[C:37](P([C:37]([CH3:40])([CH3:39])[CH3:38])[C:37]([CH3:40])([CH3:39])[CH3:38])([CH3:40])([CH3:39])[CH3:38].[CH3:41][C:42](C)([O-])[CH3:43].[Na+]. The catalyst is C1(C)C=CC=CC=1.C1C=CC(/C=C/C(/C=C/C2C=CC=CC=2)=O)=CC=1.C1C=CC(/C=C/C(/C=C/C2C=CC=CC=2)=O)=CC=1.C1C=CC(/C=C/C(/C=C/C2C=CC=CC=2)=O)=CC=1.[Pd].[Pd]. The product is [C:1]([O:5][C:6]([N:8]1[CH2:12][CH2:11][CH2:10][C@H:9]1[CH2:13][O:14][C:15]1[CH:20]=[CH:19][C:18]([CH2:40][C:37]2[CH:38]=[CH:43][C:42]([N:22]3[CH2:27][CH2:26][O:25][CH2:24][CH2:23]3)=[CH:41][CH:39]=2)=[CH:17][CH:16]=1)=[O:7])([CH3:4])([CH3:3])[CH3:2]. The yield is 0.500. (2) The reactants are [H-].[Al+3].[Li+].[H-].[H-].[H-].C([O:9][C:10]([CH:12]1[CH2:24][C:23]2[C:22]3[C:17](=[CH:18][CH:19]=[C:20]([F:25])[CH:21]=3)[NH:16][C:15]=2[CH2:14][CH2:13]1)=O)C. The catalyst is C1COCC1. The product is [F:25][C:20]1[CH:21]=[C:22]2[C:17](=[CH:18][CH:19]=1)[NH:16][C:15]1[CH2:14][CH2:13][CH:12]([CH2:10][OH:9])[CH2:24][C:23]2=1. The yield is 0.800. (3) The reactants are [Li+].[OH-].C[O:4][C:5](=[O:32])[CH2:6][CH2:7][CH2:8]/[CH:9]=[CH:10]\[CH2:11][C@H:12]1[C:16](=[O:17])[CH2:15][CH2:14][C@@H:13]1[C:18]1[CH:23]=[CH:22][C:21]([CH:24]([CH:26]2[CH2:31][CH2:30][CH2:29][CH2:28][CH2:27]2)[OH:25])=[CH:20][CH:19]=1.Cl. The catalyst is C1COCC1. The product is [CH:26]1([CH:24]([OH:25])[C:21]2[CH:20]=[CH:19][C:18]([C@H:13]3[CH2:14][CH2:15][C:16](=[O:17])[C@@H:12]3[CH2:11]/[CH:10]=[CH:9]\[CH2:8][CH2:7][CH2:6][C:5]([OH:32])=[O:4])=[CH:23][CH:22]=2)[CH2:31][CH2:30][CH2:29][CH2:28][CH2:27]1. The yield is 1.00. (4) The reactants are [O:1]=[C:2]([C:9]1[CH:14]=[CH:13][CH:12]=[CH:11][CH:10]=1)[CH2:3][C:4]([O:6][CH2:7][CH3:8])=[O:5].[CH:15](OCC)(OCC)[O:16][CH2:17][CH3:18].C(OC(=O)C)(=O)C. No catalyst specified. The product is [C:2]([C:3](=[CH:15][O:16][CH2:17][CH3:18])[C:4]([O:6][CH2:7][CH3:8])=[O:5])(=[O:1])[C:9]1[CH:14]=[CH:13][CH:12]=[CH:11][CH:10]=1. The yield is 0.590. (5) No catalyst specified. The product is [C:1]1([CH2:7][CH2:8][CH2:9][CH2:10][O:11][CH2:12][CH2:13][C:14](=[O:19])[CH2:15][CH2:16][CH:17]=[CH2:18])[CH:6]=[CH:5][CH:4]=[CH:3][CH:2]=1. The reactants are [C:1]1([CH2:7][CH2:8][CH2:9][CH2:10][O:11][CH2:12][CH2:13][CH:14]([OH:19])[CH2:15][CH2:16][CH:17]=[CH2:18])[CH:6]=[CH:5][CH:4]=[CH:3][CH:2]=1.C1(CCCCOCCC=O)C=CC=CC=1. The yield is 0.880. (6) The reactants are [CH3:1][O:2][C:3]1[C:4]2[N:5]([CH:9]=[C:10](C(O)=O)[N:11]=2)[CH:6]=[CH:7][CH:8]=1.CN([C:18]([O:22]N1N=NC2C=CC=CC1=2)=[N+](C)C)C.F[P-](F)(F)(F)(F)F.[NH:39]1[CH:43]=[CH:42][N:41]=[C:40]1[NH:44][C:45]([C:47]1[C:55]2[NH:54][C:53]([NH2:56])=[N:52][C:51]=2[CH:50]=[CH:49][CH:48]=1)=[O:46]. The catalyst is CN(C=O)C.CCN(C(C)C)C(C)C.[Cl-].[Na+].O. The product is [NH:41]1[CH:42]=[CH:43][N:39]=[C:40]1[NH:44][C:45]([C:47]1[C:55]2[N:54]=[C:53]([NH:56][C:18]([C:9]3[N:5]4[CH:6]=[CH:7][CH:8]=[C:3]([O:2][CH3:1])[C:4]4=[N:11][CH:10]=3)=[O:22])[NH:52][C:51]=2[CH:50]=[CH:49][CH:48]=1)=[O:46]. The yield is 0.400. (7) The product is [CH3:20][O:19][CH2:18][O:21][CH2:22][CH2:23][O:1][C:2]1[CH:14]=[CH:13][C:5]([CH2:6][C@H:7]2[CH2:11][O:10][C:9](=[O:12])[NH:8]2)=[CH:4][CH:3]=1. No catalyst specified. The yield is 0.770. The reactants are [OH:1][C:2]1[CH:14]=[CH:13][C:5]([CH2:6][C@H:7]2[CH2:11][O:10][C:9](=[O:12])[NH:8]2)=[CH:4][CH:3]=1.BrCC[CH:18]([O:21][CH:22](OC)[CH2:23]CBr)[O:19][CH3:20].